This data is from Reaction yield outcomes from USPTO patents with 853,638 reactions. The task is: Predict the reaction yield, written as a fraction of the theoretical maximum amount of product (1.0 means a 100% yield; for example, 0.34 means a 34% yield). (1) The reactants are [CH2:1]([C:8]1[CH:13]=[CH:12][C:11]([CH:14]2OCC[O:15]2)=[CH:10][N:9]=1)[C:2]1[CH:7]=[CH:6][CH:5]=[CH:4][CH:3]=1. The catalyst is Cl. The product is [CH2:1]([C:8]1[N:9]=[CH:10][C:11]([CH:14]=[O:15])=[CH:12][CH:13]=1)[C:2]1[CH:3]=[CH:4][CH:5]=[CH:6][CH:7]=1. The yield is 0.790. (2) The reactants are [Br:1]Br.[NH:3]1[C:7]2=[N:8][CH:9]=[CH:10][CH:11]=[C:6]2[CH2:5][CH2:4]1.C([O-])(O)=O.[Na+].[O-]S([O-])(=S)=O.[Na+].[Na+]. The catalyst is C(Cl)Cl.CO.N1C=CC=CC=1. The product is [Br:1][C:10]1[CH:11]=[C:6]2[CH2:5][CH2:4][NH:3][C:7]2=[N:8][CH:9]=1. The yield is 0.850. (3) The reactants are [Cl:1][C:2]1[C:8]([O:9][CH3:10])=[CH:7][C:5](N)=[CH:4][C:3]=1[O:11][CH3:12].S(=O)(=O)(O)O.N([O-])=O.[Na+].[I-:22].[Na+].II.S([O-])([O-])(=O)=S.[Na+].[Na+]. The catalyst is O. The product is [Cl:1][C:2]1[C:8]([O:9][CH3:10])=[CH:7][C:5]([I:22])=[CH:4][C:3]=1[O:11][CH3:12]. The yield is 0.670. (4) The reactants are [NH2:1][C:2]1[CH:7]=[CH:6][C:5]([N:8]([CH2:30][C:31]2[CH:36]=[CH:35][CH:34]=[C:33]([C:37]#[N:38])[CH:32]=2)[CH:9]2[CH2:14][CH2:13][N:12]([CH:15]([CH3:29])[CH2:16][CH2:17][NH:18][C:19](=[O:28])[C:20]3[C:25]([CH3:26])=[CH:24][CH:23]=[CH:22][C:21]=3[CH3:27])[CH2:11][CH2:10]2)=[CH:4][CH:3]=1.C([O-])([O-])=O.[K+].[K+].[CH3:45][N:46]([CH3:50])[C:47](Cl)=[O:48]. The catalyst is CN(C=O)C. The product is [C:37]([C:33]1[CH:32]=[C:31]([CH:36]=[CH:35][CH:34]=1)[CH2:30][N:8]([C:5]1[CH:6]=[CH:7][C:2]([NH:1][C:47]([N:46]([CH3:50])[CH3:45])=[O:48])=[CH:3][CH:4]=1)[CH:9]1[CH2:10][CH2:11][N:12]([CH:15]([CH3:29])[CH2:16][CH2:17][NH:18][C:19](=[O:28])[C:20]2[C:21]([CH3:27])=[CH:22][CH:23]=[CH:24][C:25]=2[CH3:26])[CH2:13][CH2:14]1)#[N:38]. The yield is 0.760. (5) The reactants are Br[C:2]1[S:3][C:4]([C:15]2[NH:16][CH:17]=[C:18]([CH3:20])[N:19]=2)=[C:5]([C:7]2[CH:12]=[CH:11][C:10]([Cl:13])=[CH:9][C:8]=2[Cl:14])[N:6]=1.C[Sn](C)(C)[C:23]1[CH:28]=[CH:27][N:26]=[C:25]([NH:29][C:30](=[O:32])[CH3:31])[CH:24]=1.[Cl-].[Li+]. The catalyst is O1CCOCC1.[Cu]I.C1C=CC([P]([Pd]([P](C2C=CC=CC=2)(C2C=CC=CC=2)C2C=CC=CC=2)([P](C2C=CC=CC=2)(C2C=CC=CC=2)C2C=CC=CC=2)[P](C2C=CC=CC=2)(C2C=CC=CC=2)C2C=CC=CC=2)(C2C=CC=CC=2)C2C=CC=CC=2)=CC=1. The product is [Cl:14][C:8]1[CH:9]=[C:10]([Cl:13])[CH:11]=[CH:12][C:7]=1[C:5]1[N:6]=[C:2]([C:23]2[CH:28]=[CH:27][N:26]=[C:25]([NH:29][C:30](=[O:32])[CH3:31])[CH:24]=2)[S:3][C:4]=1[C:15]1[NH:16][CH:17]=[C:18]([CH3:20])[N:19]=1. The yield is 0.240. (6) The yield is 0.490. The reactants are [F:1][C:2]([F:43])([F:42])[C:3]1[CH:4]=[C:5]([CH:39]=[CH:40][CH:41]=1)[CH2:6][NH:7][C:8](=[O:38])[C:9]1[CH:14]=[CH:13][N:12]=[C:11]([C:15]2[CH:20]=[C:19]([N:21]3[CH2:26][CH2:25][CH2:24][CH2:23][CH2:22]3)[CH:18]=[CH:17][C:16]=2[NH:27][C:28](=[O:37])[C:29]2[CH:34]=[CH:33][CH:32]=[C:31]([CH2:35]Br)[CH:30]=2)[CH:10]=1.[N-:44]=[N+:45]=[N-:46].[Na+]. The product is [F:1][C:2]([F:43])([F:42])[C:3]1[CH:4]=[C:5]([CH:39]=[CH:40][CH:41]=1)[CH2:6][NH:7][C:8](=[O:38])[C:9]1[CH:14]=[CH:13][N:12]=[C:11]([C:15]2[CH:20]=[C:19]([N:21]3[CH2:26][CH2:25][CH2:24][CH2:23][CH2:22]3)[CH:18]=[CH:17][C:16]=2[NH:27][C:28](=[O:37])[C:29]2[CH:34]=[CH:33][CH:32]=[C:31]([CH2:35][N:44]=[N+:45]=[N-:46])[CH:30]=2)[CH:10]=1. The catalyst is CN(C)C=O.O. (7) The reactants are [F:1][C:2]1[CH:7]=[CH:6][C:5]([C:8]2[C:16]3[C:11](=[CH:12][CH:13]=[C:14]([NH:17][C:18]([C:20]4[CH:28]=[CH:27][C:23]([C:24](O)=[O:25])=[CH:22][CH:21]=4)=[O:19])[CH:15]=3)[NH:10][N:9]=2)=[CH:4][CH:3]=1.[CH3:29][NH2:30]. No catalyst specified. The product is [F:1][C:2]1[CH:3]=[CH:4][C:5]([C:8]2[C:16]3[C:11](=[CH:12][CH:13]=[C:14]([NH:17][C:18]([C:20]4[CH:21]=[CH:22][C:23]([C:24](=[O:25])[NH:30][CH3:29])=[CH:27][CH:28]=4)=[O:19])[CH:15]=3)[NH:10][N:9]=2)=[CH:6][CH:7]=1. The yield is 0.670. (8) The reactants are [Br:1][C:2]1[CH:17]=[CH:16][C:5]2[N:6]=[C:7]([CH2:9][CH:10]3[CH2:15][CH2:14][NH:13][CH2:12][CH2:11]3)[O:8][C:4]=2[CH:3]=1.Cl[C:19]1[N:24]=[CH:23][C:22]([CH2:25][CH2:26][CH3:27])=[CH:21][N:20]=1.C([O-])([O-])=O.[K+].[K+]. The catalyst is CN(C=O)C. The product is [Br:1][C:2]1[CH:17]=[CH:16][C:5]2[N:6]=[C:7]([CH2:9][CH:10]3[CH2:11][CH2:12][N:13]([C:19]4[N:24]=[CH:23][C:22]([CH2:25][CH2:26][CH3:27])=[CH:21][N:20]=4)[CH2:14][CH2:15]3)[O:8][C:4]=2[CH:3]=1. The yield is 0.830. (9) The reactants are [OH:1][C:2]1[CH:24]=[N:23][C:5]2[N:6]([CH3:22])[C:7](=[O:21])[N:8]([CH2:11][CH2:12][CH2:13][O:14][CH:15]3[CH2:20][CH2:19][CH2:18][CH2:17][O:16]3)[C:9](=[O:10])[C:4]=2[CH:3]=1.[CH:25](I)([CH3:27])[CH3:26].C([O-])([O-])=O.[K+].[K+]. The catalyst is CN(C=O)C.O. The product is [CH:25]([O:1][C:2]1[CH:24]=[N:23][C:5]2[N:6]([CH3:22])[C:7](=[O:21])[N:8]([CH2:11][CH2:12][CH2:13][O:14][CH:15]3[CH2:20][CH2:19][CH2:18][CH2:17][O:16]3)[C:9](=[O:10])[C:4]=2[CH:3]=1)([CH3:27])[CH3:26]. The yield is 0.460.